Task: Predict the reaction yield, written as a fraction of the theoretical maximum amount of product (1.0 means a 100% yield; for example, 0.34 means a 34% yield).. Dataset: Reaction yield outcomes from USPTO patents with 853,638 reactions (1) The reactants are [C:1]([O:4][C:5]1[CH:10]=[C:9]([Br:11])[CH:8]=[CH:7][C:6]=1[C@@H:12]1[C@@H:15]([CH2:16][CH2:17][C@H:18]([O:26][Si](C(C)(C)C)(C)C)[C:19]2[CH:24]=[CH:23][C:22]([F:25])=[CH:21][CH:20]=2)[C:14](=[O:34])[N:13]1[C:35]1[CH:40]=[CH:39][CH:38]=[CH:37][CH:36]=1)(=[O:3])[CH3:2].F.P([O-])([O-])([O-])=O.[K+].[K+].[K+]. The catalyst is C(#N)C. The product is [C:1]([O:4][C:5]1[CH:10]=[C:9]([Br:11])[CH:8]=[CH:7][C:6]=1[C@@H:12]1[C@@H:15]([CH2:16][CH2:17][C@@H:18]([C:19]2[CH:20]=[CH:21][C:22]([F:25])=[CH:23][CH:24]=2)[OH:26])[C:14](=[O:34])[N:13]1[C:35]1[CH:36]=[CH:37][CH:38]=[CH:39][CH:40]=1)(=[O:3])[CH3:2]. The yield is 1.00. (2) The reactants are [NH2:1][C:2]1[N:7]=[CH:6][N:5]=[C:4]2[N:8]([CH2:25][C@H:26]([NH:28][C:29](=[O:45])[C:30]([C:43]#[N:44])=[CH:31][C:32]([NH:35]C(=O)OC(C)(C)C)([CH3:34])[CH3:33])[CH3:27])[N:9]=[C:10]([C:11]3[CH:16]=[CH:15][C:14]([O:17][C:18]4[CH:23]=[CH:22][CH:21]=[CH:20][CH:19]=4)=[CH:13][C:12]=3[F:24])[C:3]=12.[ClH:46].C(OCC)C. The catalyst is CO.O1CCOCC1. The product is [ClH:46].[NH2:35][C:32]([CH3:33])([CH3:34])[CH:31]=[C:30]([C:43]#[N:44])[C:29]([NH:28][C@H:26]([CH3:27])[CH2:25][N:8]1[C:4]2=[N:5][CH:6]=[N:7][C:2]([NH2:1])=[C:3]2[C:10]([C:11]2[CH:16]=[CH:15][C:14]([O:17][C:18]3[CH:23]=[CH:22][CH:21]=[CH:20][CH:19]=3)=[CH:13][C:12]=2[F:24])=[N:9]1)=[O:45]. The yield is 0.950. (3) The reactants are [CH3:1][O:2][C:3]([C:5]1[CH:13]=[C:12]2[C:8]([CH:9]=[CH:10][NH:11]2)=[CH:7][CH:6]=1)=[O:4].Br[C:15]1[CH:19]=[CH:18][S:17][CH:16]=1.C(=O)([O-])[O-].[K+].[K+].C1(N)CCCCC1N. The catalyst is C1(C)C(C)=CC=CC=1.[Cu]I.O. The product is [CH3:1][O:2][C:3]([C:5]1[CH:13]=[C:12]2[C:8]([CH:9]=[CH:10][N:11]2[C:15]2[CH:19]=[CH:18][S:17][CH:16]=2)=[CH:7][CH:6]=1)=[O:4]. The yield is 0.640.